This data is from Reaction yield outcomes from USPTO patents with 853,638 reactions. The task is: Predict the reaction yield, written as a fraction of the theoretical maximum amount of product (1.0 means a 100% yield; for example, 0.34 means a 34% yield). The product is [CH3:35][C:34]([Si:31]([CH3:33])([CH3:32])[O:30][CH2:29][C@@H:28]([O:27][C:25]1[CH:24]=[C:20]([CH:19]=[C:18]([O:17][CH2:16][C:10]2[CH:11]=[CH:12][CH:13]=[CH:14][CH:15]=2)[CH:26]=1)[C:21]([NH:70][C:67]1[CH:68]=[CH:69][N:65]([CH2:63][CH3:64])[N:66]=1)=[O:22])[CH3:38])([CH3:37])[CH3:36]. The reactants are CCN(C(C)C)C(C)C.[C:10]1([CH2:16][O:17][C:18]2[CH:19]=[C:20]([CH:24]=[C:25]([O:27][C@@H:28]([CH3:38])[CH2:29][O:30][Si:31]([C:34]([CH3:37])([CH3:36])[CH3:35])([CH3:33])[CH3:32])[CH:26]=2)[C:21](O)=[O:22])[CH:15]=[CH:14][CH:13]=[CH:12][CH:11]=1.CN(C(ON1N=NC2C=CC=NC1=2)=[N+](C)C)C.F[P-](F)(F)(F)(F)F.[CH2:63]([N:65]1[CH:69]=[CH:68][C:67]([NH2:70])=[N:66]1)[CH3:64]. The yield is 0.650. The catalyst is CN(C=O)C.